This data is from Reaction yield outcomes from USPTO patents with 853,638 reactions. The task is: Predict the reaction yield, written as a fraction of the theoretical maximum amount of product (1.0 means a 100% yield; for example, 0.34 means a 34% yield). (1) The reactants are [CH3:1][O:2][C:3]1[CH:8]=[CH:7][C:6]([N:9]2[C:17](=[O:18])[C:16]3[C@@H:15]4[C:19]([CH3:21])([CH3:20])[C@@:12]([CH3:22])([CH2:13][CH2:14]4)[C:11]=3[NH:10]2)=[CH:5][CH:4]=1.I[CH3:24]. The catalyst is CN(C)C=O.ClCCl. The product is [CH3:1][O:2][C:3]1[CH:4]=[CH:5][C:6]([N:9]2[C:17](=[O:18])[C:16]3[C@@H:15]4[C:19]([CH3:21])([CH3:20])[C@@:12]([CH3:22])([CH2:13][CH2:14]4)[C:11]=3[N:10]2[CH3:24])=[CH:7][CH:8]=1. The yield is 0.750. (2) The reactants are C([Li])CCC.[S:6]1[C:10]2[CH:11]=[CH:12][CH:13]=[CH:14][C:9]=2[CH:8]=[CH:7]1.[CH2:15]([N:18]1[C@H:22]([CH2:23][CH2:24][CH3:25])[CH2:21]OS1(=O)=O)[CH2:16][CH3:17].[ClH:28]. The catalyst is O1CCCC1.C(OCC)C.COCCOC.CCCCCC. The product is [ClH:28].[S:6]1[C:10]2[CH:11]=[CH:12][CH:13]=[CH:14][C:9]=2[CH:8]=[C:7]1[CH2:21][C@H:22]([NH:18][CH2:15][CH2:16][CH3:17])[CH2:23][CH2:24][CH3:25]. The yield is 0.700. (3) The reactants are C([N:4]1[C:12]2[C:7](=[CH:8][C:9]([C:13](Cl)=[O:14])=[CH:10][CH:11]=2)[C:6]([C:16]2[CH:21]=[CH:20][C:19]([F:22])=[CH:18][CH:17]=2)=[N:5]1)(=O)C.[CH3:23][O:24]C(C)CN.O.[N:30]1C=C[CH:33]=[CH:32][CH:31]=1. No catalyst specified. The product is [F:22][C:19]1[CH:18]=[CH:17][C:16]([C:6]2[C:7]3[C:12](=[CH:11][CH:10]=[C:9]([C:13]([NH:30][CH2:31][CH2:32][CH2:33][O:24][CH3:23])=[O:14])[CH:8]=3)[NH:4][N:5]=2)=[CH:21][CH:20]=1. The yield is 0.350. (4) The reactants are [CH3:1][N:2]1[CH2:7][CH2:6][N:5]2[N:8]=[C:9]([C:14]([O:16]C)=O)[C:10]([N+:11]([O-:13])=[O:12])=[C:4]2[C:3]1=[O:18].[CH3:19][NH2:20].C(O)C. The catalyst is CN(C=O)C. The product is [CH3:19][NH:20][C:14]([C:9]1[C:10]([N+:11]([O-:13])=[O:12])=[C:4]2[C:3](=[O:18])[N:2]([CH3:1])[CH2:7][CH2:6][N:5]2[N:8]=1)=[O:16]. The yield is 0.790. (5) The reactants are Cl[C:2]1[CH:7]=[CH:6][C:5]([N+:8]([O-:10])=[O:9])=[CH:4][C:3]=1[C:11](=[O:14])[CH2:12][CH3:13].[Cl:15][C:16]1[CH:17]=[N:18][CH:19]=[C:20]([OH:22])[CH:21]=1.C(=O)([O-])[O-].[K+].[K+].O. The catalyst is CN(C=O)C. The product is [Cl:15][C:16]1[CH:21]=[C:20]([O:22][C:2]2[CH:7]=[CH:6][C:5]([N+:8]([O-:10])=[O:9])=[CH:4][C:3]=2[C:11](=[O:14])[CH2:12][CH3:13])[CH:19]=[N:18][CH:17]=1. The yield is 0.501. (6) The reactants are [Br:1][C:2]1[N:6]([S:7]([C:10]2[CH:15]=[CH:14][CH:13]=[CH:12][CH:11]=2)(=[O:9])=[O:8])[CH:5]=[C:4]([C:16](OC)=[O:17])[C:3]=1[CH2:20][CH3:21].[H-].C([Al+]CC(C)C)C(C)C. The catalyst is C1(C)C=CC=CC=1. The product is [Br:1][C:2]1[N:6]([S:7]([C:10]2[CH:15]=[CH:14][CH:13]=[CH:12][CH:11]=2)(=[O:9])=[O:8])[CH:5]=[C:4]([CH2:16][OH:17])[C:3]=1[CH2:20][CH3:21]. The yield is 0.880. (7) The reactants are Br[C:2]1[CH:7]=[CH:6][C:5]([C:8]([F:11])([F:10])[F:9])=[CH:4][N:3]=1.[Cl:12][C:13]1[CH:18]=[C:17](B(O)O)[CH:16]=[C:15]([Cl:22])[N:14]=1.C(Cl)Cl.C(=O)([O-])[O-].[K+].[K+]. The catalyst is O1CCOCC1.C(OCC)(=O)C.C1C=CC(P(C2C=CC=CC=2)[C-]2C=CC=C2)=CC=1.C1C=CC(P(C2C=CC=CC=2)[C-]2C=CC=C2)=CC=1.Cl[Pd]Cl.[Fe+2].O. The product is [Cl:12][C:13]1[CH:18]=[C:17]([C:2]2[CH:7]=[CH:6][C:5]([C:8]([F:11])([F:10])[F:9])=[CH:4][N:3]=2)[CH:16]=[C:15]([Cl:22])[N:14]=1. The yield is 0.660.